From a dataset of Forward reaction prediction with 1.9M reactions from USPTO patents (1976-2016). Predict the product of the given reaction. (1) Given the reactants [C:1]([O:9][CH2:10][CH3:11])(=[O:8])[CH2:2][C:3]([O:5][CH2:6][CH3:7])=[O:4].C(O)C.[O-]CC.[Na+].Cl[C:20]([C:25]1[CH:30]=[CH:29][C:28]([F:31])=[CH:27][CH:26]=1)([CH3:24])[CH2:21][S:22][CH3:23].ClCC(C1C=CC(F)=CC=1)(C)SC, predict the reaction product. The product is: [F:31][C:28]1[CH:27]=[CH:26][C:25]([C:20]([CH:2]([C:3]([O:5][CH2:6][CH3:7])=[O:4])[C:1]([O:9][CH2:10][CH3:11])=[O:8])([CH3:24])[CH2:21][S:22][CH3:23])=[CH:30][CH:29]=1. (2) Given the reactants [NH2:1][C:2]1[CH:3]=[C:4]([C:16](=[O:18])[CH3:17])[CH:5]=[CH:6][C:7]=1[O:8][CH2:9][C:10]1[CH:15]=[CH:14][CH:13]=[CH:12][CH:11]=1.[C:19]1([S:25](Cl)(=[O:27])=[O:26])[CH:24]=[CH:23][CH:22]=[CH:21][CH:20]=1, predict the reaction product. The product is: [C:16]([C:4]1[CH:5]=[CH:6][C:7]([O:8][CH2:9][C:10]2[CH:15]=[CH:14][CH:13]=[CH:12][CH:11]=2)=[C:2]([NH:1][S:25]([C:19]2[CH:24]=[CH:23][CH:22]=[CH:21][CH:20]=2)(=[O:27])=[O:26])[CH:3]=1)(=[O:18])[CH3:17].